Dataset: Peptide-MHC class I binding affinity with 185,985 pairs from IEDB/IMGT. Task: Regression. Given a peptide amino acid sequence and an MHC pseudo amino acid sequence, predict their binding affinity value. This is MHC class I binding data. (1) The peptide sequence is APRTLVYLL. The MHC is Mamu-A01 with pseudo-sequence Mamu-A01. The binding affinity (normalized) is 0.367. (2) The peptide sequence is FLWEWASAR. The MHC is HLA-A02:03 with pseudo-sequence HLA-A02:03. The binding affinity (normalized) is 0.310. (3) The peptide sequence is ATPHSVWVF. The MHC is HLA-A29:02 with pseudo-sequence HLA-A29:02. The binding affinity (normalized) is 0.0847. (4) The peptide sequence is DTRTQTWMSA. The MHC is HLA-A32:01 with pseudo-sequence HLA-A32:01. The binding affinity (normalized) is 0.200. (5) The peptide sequence is EDFEIFYNL. The MHC is HLA-A03:01 with pseudo-sequence HLA-A03:01. The binding affinity (normalized) is 0.0847.